This data is from Full USPTO retrosynthesis dataset with 1.9M reactions from patents (1976-2016). The task is: Predict the reactants needed to synthesize the given product. (1) The reactants are: [F:1][C:2]1[CH:10]=[C:9]2[C:5]([CH:6]=[CH:7][NH:8]2)=[CH:4][C:3]=1[C:11]#[C:12][CH2:13][CH2:14][CH2:15][OH:16].[BH3-]C#N.[Na+].O.[OH-].[Na+]. Given the product [F:1][C:2]1[CH:10]=[C:9]2[C:5]([CH2:6][CH2:7][NH:8]2)=[CH:4][C:3]=1[C:11]#[C:12][CH2:13][CH2:14][CH2:15][OH:16], predict the reactants needed to synthesize it. (2) Given the product [F:17][C:16]([F:19])([F:18])[C:13]1[CH:14]=[CH:15][C:10]([C:8]([C:3]2[C:2]([CH2:21][CH2:20][N:22]3[C:23](=[O:32])[C:24]4[C:29](=[CH:28][CH:27]=[CH:26][CH:25]=4)[C:30]3=[O:31])=[CH:7][N:6]=[CH:5][N:4]=2)=[O:9])=[CH:11][CH:12]=1, predict the reactants needed to synthesize it. The reactants are: Br[C:2]1[C:3]([CH:8]([C:10]2[CH:15]=[CH:14][C:13]([C:16]([F:19])([F:18])[F:17])=[CH:12][CH:11]=2)[OH:9])=[N:4][CH:5]=[N:6][CH:7]=1.[CH:20]([N:22]1[C:30](=[O:31])[C:29]2[C:24](=[CH:25][CH:26]=[CH:27][CH:28]=2)[C:23]1=[O:32])=[CH2:21].C1(P(C2CCCCC2)C2C=CC=CC=2C2C=CC=CC=2)CCCCC1.CCN(CC)CC. (3) The reactants are: N#N.C[CH:4]([OH:7])[CH2:5][CH3:6].[H-].[Na+].[C:10]([C:14]([NH:16][C:17]1[CH:22]=[CH:21][CH:20]=[C:19]([C:23]2[CH:28]=[CH:27][C:26]([CH3:29])=[CH:25][C:24]=2F)[N:18]=1)=[O:15])([CH3:13])([CH3:12])[CH3:11].[CH3:31]N(C)C=O. Given the product [C:10]([C:14]([NH:16][C:17]1[CH:22]=[CH:21][CH:20]=[C:19]([C:23]2[CH:28]=[CH:27][C:26]([CH3:29])=[CH:25][C:24]=2[O:7][CH2:4][CH:5]([CH3:31])[CH3:6])[N:18]=1)=[O:15])([CH3:13])([CH3:12])[CH3:11], predict the reactants needed to synthesize it. (4) Given the product [Cl:7][C:8]1[CH:13]=[CH:12][C:11]([N:14]2[C:2](=[O:3])[C:1](=[O:5])[N:17]([CH2:18][CH3:19])[C:15]2=[S:16])=[C:10]([CH3:20])[CH:9]=1, predict the reactants needed to synthesize it. The reactants are: [C:1](Cl)(=[O:5])[C:2](Cl)=[O:3].[Cl:7][C:8]1[CH:13]=[CH:12][C:11]([NH:14][C:15]([NH:17][CH2:18][CH3:19])=[S:16])=[C:10]([CH3:20])[CH:9]=1. (5) Given the product [CH3:35][N:36]([CH:37]1[CH2:42][CH2:41][O:40][CH2:39][CH2:38]1)[C:29](=[O:31])[CH:28]([N:26]1[CH:27]=[C:23]([C:21]2[CH:20]=[N:19][N:18]3[C:14]([C:10]4[CH:11]=[CH:12][CH:13]=[C:8]([NH:7][C:5]([NH:4][CH2:3][C:2]([F:33])([F:1])[F:34])=[O:6])[CH:9]=4)=[CH:15][N:16]=[C:17]3[CH:22]=2)[CH:24]=[N:25]1)[CH3:32], predict the reactants needed to synthesize it. The reactants are: [F:1][C:2]([F:34])([F:33])[CH2:3][NH:4][C:5]([NH:7][C:8]1[CH:9]=[C:10]([C:14]2[N:18]3[N:19]=[CH:20][C:21]([C:23]4[CH:24]=[N:25][N:26]([CH:28]([CH3:32])[C:29]([OH:31])=O)[CH:27]=4)=[CH:22][C:17]3=[N:16][CH:15]=2)[CH:11]=[CH:12][CH:13]=1)=[O:6].[CH3:35][NH:36][CH:37]1[CH2:42][CH2:41][O:40][CH2:39][CH2:38]1. (6) Given the product [C:1]([C:3]1[CH:4]=[C:5]([C:13]2[O:17][N:16]=[C:15]([C:18]3[CH:26]=[CH:25][CH:24]=[C:23]4[C:19]=3[CH2:20][CH2:21][C@H:22]4[NH:27][S:28]([CH2:31][CH2:32][OH:33])(=[O:29])=[O:30])[N:14]=2)[CH:6]=[CH:7][C:8]=1[O:9][CH:10]([CH3:12])[CH3:11])#[N:2], predict the reactants needed to synthesize it. The reactants are: [C:1]([C:3]1[CH:4]=[C:5]([C:13]2[O:17][N:16]=[C:15]([C:18]3[CH:26]=[CH:25][CH:24]=[C:23]4[C:19]=3[CH2:20][CH2:21][C@H:22]4[NH:27][S:28]([CH2:31][C:32](OC)=[O:33])(=[O:30])=[O:29])[N:14]=2)[CH:6]=[CH:7][C:8]=1[O:9][CH:10]([CH3:12])[CH3:11])#[N:2].[BH4-].[Na+].CO. (7) The reactants are: [CH3:1][O:2][C:3](=[O:19])[CH2:4][CH2:5][CH:6]1[CH2:11][CH2:10][N:9]([C:12]([O:14][C:15]([CH3:18])([CH3:17])[CH3:16])=[O:13])[CH2:8][CH2:7]1.[CH3:20][Si]([N-][Si](C)(C)C)(C)C.[Na+].CI. Given the product [CH3:1][O:2][C:3](=[O:19])[CH:4]([CH3:20])[CH2:5][CH:6]1[CH2:11][CH2:10][N:9]([C:12]([O:14][C:15]([CH3:16])([CH3:18])[CH3:17])=[O:13])[CH2:8][CH2:7]1, predict the reactants needed to synthesize it. (8) Given the product [Br:1][C:2]1[CH:3]=[N:4][N:5]2[C:10]([N:11]([CH2:19][CH:20]3[CH2:25][CH2:24][O:23][CH2:22][CH2:21]3)[C:12](=[O:18])[O:13][C:14]([CH3:17])([CH3:16])[CH3:15])=[CH:9][C:8]([NH:39][CH:30]3[CH2:34][CH2:33][CH2:32][CH2:31]3)=[N:7][C:6]=12, predict the reactants needed to synthesize it. The reactants are: [Br:1][C:2]1[CH:3]=[N:4][N:5]2[C:10]([N:11]([CH2:19][CH:20]3[CH2:25][CH2:24][O:23][CH2:22][CH2:21]3)[C:12](=[O:18])[O:13][C:14]([CH3:17])([CH3:16])[CH3:15])=[CH:9][C:8](Cl)=[N:7][C:6]=12.CC(NC)C[CH:30]1[CH2:34][CH2:33][CH2:32][CH2:31]1.CC[N:39](C(C)C)C(C)C. (9) Given the product [NH2:58][C:57]1[CH:56]=[CH:55][C:12]([O:13][C:14]2[CH:15]=[CH:16][C:17]([CH2:18][NH:19][C:20]([C:22]3[CH:23]=[C:24]([CH3:52])[C:25]4[N:29]=[C:28]([CH2:30][CH2:31][CH3:32])[N:27]([CH2:33][C:34]5[CH:39]=[CH:38][C:37]([C:40]6[CH:45]=[CH:44][CH:43]=[CH:42][C:41]=6[C:46]6[NH:47][N:48]=[N:49][N:50]=6)=[CH:36][CH:35]=5)[C:26]=4[CH:51]=3)=[O:21])=[CH:53][CH:54]=2)=[CH:11][C:10]=1[N:8]([C:6]([O:5][C:1]([CH3:2])([CH3:4])[CH3:3])=[O:7])[CH3:9], predict the reactants needed to synthesize it. The reactants are: [C:1]([O:5][C:6]([N:8]([C:10]1[CH:11]=[C:12]([CH:55]=[CH:56][C:57]=1[N+:58]([O-])=O)[O:13][C:14]1[CH:54]=[CH:53][C:17]([CH2:18][NH:19][C:20]([C:22]2[CH:23]=[C:24]([CH3:52])[C:25]3[N:29]=[C:28]([CH2:30][CH2:31][CH3:32])[N:27]([CH2:33][C:34]4[CH:39]=[CH:38][C:37]([C:40]5[CH:45]=[CH:44][CH:43]=[CH:42][C:41]=5[C:46]5[NH:50][N:49]=[N:48][N:47]=5)=[CH:36][CH:35]=4)[C:26]=3[CH:51]=2)=[O:21])=[CH:16][CH:15]=1)[CH3:9])=[O:7])([CH3:4])([CH3:3])[CH3:2]. (10) Given the product [CH2:26]([C:8]1[C:9]([CH2:13][C:14]2[CH:22]=[C:21]([CH3:23])[C:20]([O:24][CH3:25])=[C:19]3[C:15]=2[CH2:16][CH2:17][CH2:18]3)=[C:10]([CH2:11][CH3:12])[N:6]([CH2:5][C:4]([NH:30][NH2:31])=[O:3])[N:7]=1)[CH3:27], predict the reactants needed to synthesize it. The reactants are: C([O:3][C:4](=O)[CH2:5][N:6]1[C:10]([CH2:11][CH3:12])=[C:9]([CH2:13][C:14]2[CH:22]=[C:21]([CH3:23])[C:20]([O:24][CH3:25])=[C:19]3[C:15]=2[CH2:16][CH2:17][CH2:18]3)[C:8]([CH2:26][CH3:27])=[N:7]1)C.O.[NH2:30][NH2:31].